Dataset: Forward reaction prediction with 1.9M reactions from USPTO patents (1976-2016). Task: Predict the product of the given reaction. Given the reactants [Cl:1][C:2]1[CH:3]=[CH:4][C:5](F)=[C:6]([CH:9]=1)[CH:7]=O.C(=O)(O)O.[NH2:15][C:16]([NH2:18])=[NH:17].O, predict the reaction product. The product is: [Cl:1][C:2]1[CH:9]=[C:6]2[C:5](=[CH:4][CH:3]=1)[N:17]=[C:16]([NH2:18])[N:15]=[CH:7]2.